From a dataset of Full USPTO retrosynthesis dataset with 1.9M reactions from patents (1976-2016). Predict the reactants needed to synthesize the given product. (1) The reactants are: [CH2:1]([O:8][C:9]1[CH:14]=[CH:13][C:12]([CH2:15][C@H:16]([NH:21][C:22]([O:24][CH2:25][CH:26]2[C:38]3[CH:37]=[CH:36][CH:35]=[CH:34][C:33]=3[C:32]3[C:27]2=[CH:28][CH:29]=[CH:30][CH:31]=3)=[O:23])[C:17]([O:19]C)=[O:18])=[C:11]([F:39])[CH:10]=1)[C:2]1[CH:7]=[CH:6][CH:5]=[CH:4][CH:3]=1.[I-].[Li+]. Given the product [CH2:1]([O:8][C:9]1[CH:14]=[CH:13][C:12]([CH2:15][C@H:16]([NH:21][C:22]([O:24][CH2:25][CH:26]2[C:27]3[CH:28]=[CH:29][CH:30]=[CH:31][C:32]=3[C:33]3[C:38]2=[CH:37][CH:36]=[CH:35][CH:34]=3)=[O:23])[C:17]([OH:19])=[O:18])=[C:11]([F:39])[CH:10]=1)[C:2]1[CH:3]=[CH:4][CH:5]=[CH:6][CH:7]=1, predict the reactants needed to synthesize it. (2) Given the product [Cl:38][C:6]1[CH:5]=[N+:4]([O-:39])[CH:3]=[C:2]([Cl:1])[C:7]=1[CH2:8][C@@H:9]([C:23]1[CH:28]=[CH:27][C:26]([O:29][CH:30]([F:31])[F:32])=[C:25]([O:33][CH2:34][CH:35]2[CH2:37][CH2:36]2)[CH:24]=1)[O:10][C:11](=[O:12])[NH:51][CH2:50][C:47]1[CH:46]=[CH:45][C:44]([N+:41]([O-:43])=[O:42])=[CH:49][CH:48]=1, predict the reactants needed to synthesize it. The reactants are: [Cl:1][C:2]1[CH:3]=[N+:4]([O-:39])[CH:5]=[C:6]([Cl:38])[C:7]=1[CH2:8][C@@H:9]([C:23]1[CH:28]=[CH:27][C:26]([O:29][CH:30]([F:32])[F:31])=[C:25]([O:33][CH2:34][CH:35]2[CH2:37][CH2:36]2)[CH:24]=1)[O:10][C:11](OC1C=CC([N+]([O-])=O)=CC=1)=[O:12].Cl.[N+:41]([C:44]1[CH:49]=[CH:48][C:47]([CH2:50][NH2:51])=[CH:46][CH:45]=1)([O-:43])=[O:42]. (3) Given the product [C:27]([NH:26][C:24](=[S:25])[NH:23][C@@H:17]([CH2:18][OH:19])[CH2:16][CH2:15][CH2:14][NH:13][C:11](=[O:12])[O:10][CH2:3][C:4]1[CH:5]=[CH:6][CH:7]=[CH:8][CH:9]=1)([CH3:30])([CH3:28])[CH3:29], predict the reactants needed to synthesize it. The reactants are: [Cl-].[Li+].[CH2:3]([O:10][C:11]([NH:13][CH2:14][CH2:15][CH2:16][C@@H:17]([NH:23][C:24]([NH:26][C:27]([CH3:30])([CH3:29])[CH3:28])=[S:25])[C:18](OCC)=[O:19])=[O:12])[C:4]1[CH:9]=[CH:8][CH:7]=[CH:6][CH:5]=1.[BH4-].[Na+]. (4) Given the product [Cl:11][C:5]1[C:4]([CH2:1][CH:2]=[O:13])=[C:9]([Cl:10])[N:8]=[CH:7][N:6]=1, predict the reactants needed to synthesize it. The reactants are: [CH2:1]([C:4]1[C:5]([Cl:11])=[N:6][CH:7]=[N:8][C:9]=1[Cl:10])[CH:2]=C.I([O-])(=O)(=O)=[O:13].[Na+]. (5) Given the product [CH:1]([O:4][C:5](=[O:34])[CH2:6][CH2:7][CH2:8][CH2:9][CH2:10][O:11][C:12]1[C:13]([NH:33][S:42]([CH2:41][C:35]2[CH:40]=[CH:39][CH:38]=[CH:37][CH:36]=2)(=[O:44])=[O:43])=[CH:14][C:15]2[N:19]=[C:18]([C:20]3[CH:21]=[CH:22][CH:23]=[CH:24][CH:25]=3)[N:17]([C:26]3[CH:27]=[CH:28][CH:29]=[CH:30][CH:31]=3)[C:16]=2[CH:32]=1)([CH3:3])[CH3:2], predict the reactants needed to synthesize it. The reactants are: [CH:1]([O:4][C:5](=[O:34])[CH2:6][CH2:7][CH2:8][CH2:9][CH2:10][O:11][C:12]1[C:13]([NH2:33])=[CH:14][C:15]2[N:19]=[C:18]([C:20]3[CH:25]=[CH:24][CH:23]=[CH:22][CH:21]=3)[N:17]([C:26]3[CH:31]=[CH:30][CH:29]=[CH:28][CH:27]=3)[C:16]=2[CH:32]=1)([CH3:3])[CH3:2].[C:35]1([CH2:41][S:42](Cl)(=[O:44])=[O:43])[CH:40]=[CH:39][CH:38]=[CH:37][CH:36]=1.